Dataset: Reaction yield outcomes from USPTO patents with 853,638 reactions. Task: Predict the reaction yield, written as a fraction of the theoretical maximum amount of product (1.0 means a 100% yield; for example, 0.34 means a 34% yield). (1) The reactants are Cl.[CH2:2]([N:4]([C:12]1[N:17]=[CH:16][N:15]=[C:14]2[N:18]([C:21]3[CH:26]=[CH:25][C:24]([S:27]([CH3:30])(=[O:29])=[O:28])=[CH:23][C:22]=3[F:31])[N:19]=[CH:20][C:13]=12)[CH2:5][CH:6]1[CH2:11][CH2:10][NH:9][CH2:8][CH2:7]1)[CH3:3].Br[C:33]1[CH:38]=[CH:37][CH:36]=[CH:35][N:34]=1.C(N(CC)CC)C. The catalyst is CN(C=O)C. The product is [CH2:2]([N:4]([C:12]1[N:17]=[CH:16][N:15]=[C:14]2[N:18]([C:21]3[CH:26]=[CH:25][C:24]([S:27]([CH3:30])(=[O:29])=[O:28])=[CH:23][C:22]=3[F:31])[N:19]=[CH:20][C:13]=12)[CH2:5][CH:6]1[CH2:7][CH2:8][N:9]([C:33]2[CH:38]=[CH:37][CH:36]=[CH:35][N:34]=2)[CH2:10][CH2:11]1)[CH3:3]. The yield is 0.150. (2) The reactants are [CH3:1][C:2]1([C:5]2[NH:6][C:7]3[C:12]([CH:13]=2)=[CH:11][C:10]([N+:14]([O-])=O)=[CH:9][CH:8]=3)[CH2:4][CH2:3]1. The catalyst is CCO.[Ni]. The product is [CH3:1][C:2]1([C:5]2[NH:6][C:7]3[C:12]([CH:13]=2)=[CH:11][C:10]([NH2:14])=[CH:9][CH:8]=3)[CH2:4][CH2:3]1. The yield is 0.280. (3) The reactants are [Cl:1][C:2]1[CH:3]=[C:4]([C:8]2[CH:9]=[C:10]3[C:15](=[O:16])[NH:14][CH2:13][CH:12]([CH2:17][C:18]([O:20][CH2:21][CH3:22])=[O:19])[N:11]3[C:23]=2I)[CH:5]=[CH:6][CH:7]=1.[C:25]1(B(O)O)[CH:30]=[CH:29][CH:28]=[CH:27][CH:26]=1.C(=O)([O-])[O-].[Na+].[Na+].[Cl-].[Li+]. The catalyst is O1CCOCC1.O.Cl[Pd](Cl)([P](C1C=CC=CC=1)(C1C=CC=CC=1)C1C=CC=CC=1)[P](C1C=CC=CC=1)(C1C=CC=CC=1)C1C=CC=CC=1. The product is [Cl:1][C:2]1[CH:3]=[C:4]([C:8]2[CH:9]=[C:10]3[C:15](=[O:16])[NH:14][CH2:13][CH:12]([CH2:17][C:18]([O:20][CH2:21][CH3:22])=[O:19])[N:11]3[C:23]=2[C:25]2[CH:30]=[CH:29][CH:28]=[CH:27][CH:26]=2)[CH:5]=[CH:6][CH:7]=1. The yield is 0.900. (4) The reactants are [OH:1][C@@H:2]1[CH2:7][CH2:6][C@H:5]([N:8]2[C:13](=[O:14])[C:12]([CH2:15][C:16]3[CH:21]=[CH:20][C:19]([C:22]4[C:23]([C:28]#[N:29])=[CH:24][CH:25]=[CH:26][CH:27]=4)=[CH:18][CH:17]=3)=[C:11]([CH2:30][CH2:31][CH3:32])[N:10]3[N:33]=[CH:34][N:35]=[C:9]23)[CH2:4][CH2:3]1.[O:36]1[CH:40]=[CH:39][C:38](O)=[N:37]1.C1(P(C2C=CC=CC=2)C2C=CC=CC=2)C=CC=CC=1.[N:62]([C:63]([O:65]C(C)C)=[O:64])=[N:62][C:63]([O:65]C(C)C)=[O:64].Cl.[Cl-].O[NH3+].C(=O)([O-])O.[Na+]. The catalyst is O1CCCC1.O.C(OCC)(=O)C.CS(C)=O. The product is [O:36]1[CH:40]=[CH:39][C:38]([O:1][C@H:2]2[CH2:7][CH2:6][C@H:5]([N:8]3[C:13](=[O:14])[C:12]([CH2:15][C:16]4[CH:21]=[CH:20][C:19]([C:22]5[CH:27]=[CH:26][CH:25]=[CH:24][C:23]=5[C:28]5[NH:62][C:63](=[O:64])[O:65][N:29]=5)=[CH:18][CH:17]=4)=[C:11]([CH2:30][CH2:31][CH3:32])[N:10]4[N:33]=[CH:34][N:35]=[C:9]34)[CH2:4][CH2:3]2)=[N:37]1. The yield is 0.180. (5) The reactants are [Cl:1][C:2]1[CH:3]=[C:4]([CH:8]=[CH:9][C:10]2[S:14][C:13]([C:15]([O:17]C)=O)=[CH:12][CH:11]=2)[CH:5]=[CH:6][CH:7]=1.[N:19]12[CH2:26][CH2:25][CH:22]([CH2:23][CH2:24]1)[C@@H:21]([NH:27]C(C1SC(C3N=C(C)SC=3)=CC=1)=O)[CH2:20]2. No catalyst specified. The product is [N:19]12[CH2:26][CH2:25][CH:22]([CH2:23][CH2:24]1)[C@@H:21]([NH:27][C:15]([C:13]1[S:14][C:10]([CH:9]=[CH:8][C:4]3[CH:5]=[CH:6][CH:7]=[C:2]([Cl:1])[CH:3]=3)=[CH:11][CH:12]=1)=[O:17])[CH2:20]2. The yield is 0.190.